This data is from Catalyst prediction with 721,799 reactions and 888 catalyst types from USPTO. The task is: Predict which catalyst facilitates the given reaction. (1) Reactant: [O:1]1[CH2:5][CH2:4][CH:3]([CH2:6][C:7]2[N:12]=[CH:11][C:10]([CH2:13]O)=[CH:9][CH:8]=2)[CH2:2]1.S(Cl)([Cl:17])=O. Product: [Cl:17][CH2:13][C:10]1[CH:9]=[CH:8][C:7]([CH2:6][CH:3]2[CH2:4][CH2:5][O:1][CH2:2]2)=[N:12][CH:11]=1. The catalyst class is: 4. (2) Reactant: [C:1]1([NH2:8])[CH:6]=[CH:5][CH:4]=[CH:3][C:2]=1[NH2:7].[CH3:9][C:10]1[S:11][C:12]([C:16]([C:18](=[C:37](SC)SC)[C:19]([C:21]2[CH:22]=[C:23]([S:27]([NH:30][C:31](=[NH:36])[C:32]([OH:35])([CH3:34])[CH3:33])(=[O:29])=[O:28])[CH:24]=[CH:25][CH:26]=2)=[O:20])=[O:17])=[C:13]([CH3:15])[N:14]=1. Product: [NH:7]1[C:2]2[CH:3]=[CH:4][CH:5]=[CH:6][C:1]=2[NH:8][C:37]1=[C:18]([C:16]([C:12]1[S:11][C:10]([CH3:9])=[N:14][C:13]=1[CH3:15])=[O:17])[C:19]([C:21]1[CH:22]=[C:23]([S:27]([NH:30][C:31](=[NH:36])[C:32]([OH:35])([CH3:34])[CH3:33])(=[O:29])=[O:28])[CH:24]=[CH:25][CH:26]=1)=[O:20]. The catalyst class is: 14. (3) Reactant: [CH3:1][O:2][CH2:3][CH2:4][NH:5][C:6]([NH:16][CH2:17][CH2:18][O:19][CH3:20])=[CH:7][C:8]([C:10]1[CH:15]=[CH:14][CH:13]=[CH:12][CH:11]=1)=[O:9].[C:21](O)(=[O:24])[C:22]#[CH:23].N1(C(N2C=CN=C2)=O)C=CN=C1. Product: [C:8]([C:7]1[CH:23]=[CH:22][C:21](=[O:24])[N:16]([CH2:17][CH2:18][O:19][CH3:20])[C:6]=1[NH:5][CH2:4][CH2:3][O:2][CH3:1])(=[O:9])[C:10]1[CH:15]=[CH:14][CH:13]=[CH:12][CH:11]=1. The catalyst class is: 1. (4) Reactant: [OH:1][CH2:2][C:3]1([C:11]([O:13][CH:14]([CH3:16])[CH3:15])=[O:12])[CH2:6][C:5]([O:9][CH3:10])([O:7][CH3:8])[CH2:4]1.C(O)(=O)C.C(O)(=O)C.I(C1C=CC=CC=1)=O.CC1(C)N([O])C(C)(C)CCC1. Product: [CH:2]([C:3]1([C:11]([O:13][CH:14]([CH3:16])[CH3:15])=[O:12])[CH2:6][C:5]([O:7][CH3:8])([O:9][CH3:10])[CH2:4]1)=[O:1]. The catalyst class is: 2. (5) Reactant: Cl[C:2]1[N:7]=[CH:6][C:5]([O:8][C:9]2[CH:10]=[C:11]([CH:18]=[CH:19][CH:20]=2)[O:12][CH2:13][CH2:14][N:15]([CH3:17])[CH3:16])=[CH:4][CH:3]=1.[F:21][C:22]1[CH:28]=[CH:27][C:25]([NH2:26])=[CH:24][C:23]=1[O:29][CH3:30].C1(P(C2C=CC=CC=2)C2C3OC4C(=CC=CC=4P(C4C=CC=CC=4)C4C=CC=CC=4)C(C)(C)C=3C=CC=2)C=CC=CC=1.C(=O)([O-])[O-].[Cs+].[Cs+]. Product: [CH3:16][N:15]([CH3:17])[CH2:14][CH2:13][O:12][C:11]1[CH:10]=[C:9]([CH:20]=[CH:19][CH:18]=1)[O:8][C:5]1[CH:4]=[CH:3][C:2]([NH:26][C:25]2[CH:27]=[CH:28][C:22]([F:21])=[C:23]([O:29][CH3:30])[CH:24]=2)=[N:7][CH:6]=1. The catalyst class is: 155. (6) Reactant: [O:1]1[C:5]2[CH:6]=[CH:7][C:8]([S:10]([N:13]([CH2:50][CH:51]([CH3:53])[CH3:52])[CH2:14][C@@H:15]([OH:49])[C@@H:16]([NH:37][C:38](=[O:48])[O:39][C@@H:40]3[C@H:47]4[C@H:43]([O:44][CH2:45][CH2:46]4)[O:42][CH2:41]3)[CH2:17][C:18]3[CH:23]=[CH:22][C:21]([O:24][CH2:25][CH2:26][CH2:27][CH2:28][O:29][Si](C(C)(C)C)(C)C)=[CH:20][CH:19]=3)(=[O:12])=[O:11])=[CH:9][C:4]=2[O:3][CH2:2]1.[F-].C([N+](CCCC)(CCCC)CCCC)CCC.O1CCCC1.C(O)(=O)C. Product: [O:1]1[C:5]2[CH:6]=[CH:7][C:8]([S:10]([N:13]([CH2:50][CH:51]([CH3:53])[CH3:52])[CH2:14][C@@H:15]([OH:49])[C@@H:16]([NH:37][C:38](=[O:48])[O:39][C@@H:40]3[C@H:47]4[C@H:43]([O:44][CH2:45][CH2:46]4)[O:42][CH2:41]3)[CH2:17][C:18]3[CH:23]=[CH:22][C:21]([O:24][CH2:25][CH2:26][CH2:27][CH2:28][OH:29])=[CH:20][CH:19]=3)(=[O:12])=[O:11])=[CH:9][C:4]=2[O:3][CH2:2]1. The catalyst class is: 54.